Dataset: Full USPTO retrosynthesis dataset with 1.9M reactions from patents (1976-2016). Task: Predict the reactants needed to synthesize the given product. (1) Given the product [OH:13][C@H:14]([C@@:22]1([CH3:37])[O:27][CH2:26][CH2:25][N:24]([CH2:11][C:10]2[CH:3]=[CH:1][C:2]([O:42][CH3:39])=[CH:8][CH:9]=2)[C:23]1=[O:28])[C:15]([O:17][C:18]([CH3:21])([CH3:19])[CH3:20])=[O:16], predict the reactants needed to synthesize it. The reactants are: [CH:1](NC(C)C)([CH3:3])[CH3:2].[CH2:8]([Li])[CH2:9][CH2:10][CH3:11].[OH:13][C@H:14]([C@H:22]1[O:27][CH2:26][CH2:25][NH:24][C:23]1=[O:28])[C:15]([O:17][C:18]([CH3:21])([CH3:20])[CH3:19])=[O:16].[Li+].CC([N-]C(C)C)C.[CH3:37]I.[C:39]([O-:42])(O)=O.[Na+]. (2) The reactants are: [C:1]([O:5][C:6](=[O:22])[N:7]([C:15]1[CH:20]=[CH:19][C:18]([Cl:21])=[CH:17][CH:16]=1)[C:8]1[CH:13]=[N:12][CH:11]=[C:10](Cl)[N:9]=1)([CH3:4])([CH3:3])[CH3:2].C([Sn](CCCC)(CCCC)[C:28]1[CH:33]=[N:32][CH:31]=[CH:30][N:29]=1)CCC. Given the product [C:1]([O:5][C:6](=[O:22])[N:7]([C:8]1[N:9]=[C:10]([C:28]2[CH:33]=[N:32][CH:31]=[CH:30][N:29]=2)[CH:11]=[N:12][CH:13]=1)[C:15]1[CH:20]=[CH:19][C:18]([Cl:21])=[CH:17][CH:16]=1)([CH3:4])([CH3:3])[CH3:2], predict the reactants needed to synthesize it. (3) The reactants are: [C:1]([N:8]1[CH2:13][CH2:12][CH:11]([N:14]2[C:18]3[N:19]=[C:20](Cl)[N:21]=[C:22]([N:23]4[CH2:28][CH2:27][O:26][CH2:25][CH2:24]4)[C:17]=3[N:16]=[N:15]2)[CH2:10][CH2:9]1)([O:3][C:4]([CH3:7])([CH3:6])[CH3:5])=[O:2].C([O-])([O-])=O.[Na+].[Na+].[OH:36][C:37]1[CH:38]=[C:39](B(O)O)[CH:40]=[CH:41][CH:42]=1. Given the product [OH:36][C:37]1[CH:42]=[C:41]([C:20]2[N:21]=[C:22]([N:23]3[CH2:28][CH2:27][O:26][CH2:25][CH2:24]3)[C:17]3[N:16]=[N:15][N:14]([CH:11]4[CH2:12][CH2:13][N:8]([C:1]([O:3][C:4]([CH3:7])([CH3:6])[CH3:5])=[O:2])[CH2:9][CH2:10]4)[C:18]=3[N:19]=2)[CH:40]=[CH:39][CH:38]=1, predict the reactants needed to synthesize it. (4) Given the product [C:1]1([NH:7][C:8]([C:10]2[CH:15]=[C:14]([C:37]#[N:38])[CH:13]=[C:12]([CH3:17])[C:11]=2[NH:18][C:19]([C:21]2[N:22]([C:30]3[C:35]([Cl:36])=[CH:34][CH:33]=[CH:32][N:31]=3)[N:23]=[C:24]([C:26]([F:29])([F:28])[F:27])[CH:25]=2)=[O:20])=[O:9])([CH:4]2[CH2:6][CH2:5]2)[CH2:3][CH2:2]1, predict the reactants needed to synthesize it. The reactants are: [C:1]1([NH:7][C:8]([C:10]2[CH:15]=[C:14](I)[CH:13]=[C:12]([CH3:17])[C:11]=2[NH:18][C:19]([C:21]2[N:22]([C:30]3[C:35]([Cl:36])=[CH:34][CH:33]=[CH:32][N:31]=3)[N:23]=[C:24]([C:26]([F:29])([F:28])[F:27])[CH:25]=2)=[O:20])=[O:9])([CH:4]2[CH2:6][CH2:5]2)[CH2:3][CH2:2]1.[C:37]([Cu])#[N:38].